From a dataset of Forward reaction prediction with 1.9M reactions from USPTO patents (1976-2016). Predict the product of the given reaction. Given the reactants [C:1]1(=[O:7])[O:6][C:4](=[O:5])[CH:3]=[CH:2]1.[CH2:8]=[CH:9][C:10](=[CH2:12])[CH3:11], predict the reaction product. The product is: [CH3:11][C:10]1[CH2:12][CH:2]2[CH:3]([CH2:8][CH:9]=1)[C:4](=[O:5])[O:6][C:1]2=[O:7].